This data is from CYP2C9 inhibition data for predicting drug metabolism from PubChem BioAssay. The task is: Regression/Classification. Given a drug SMILES string, predict its absorption, distribution, metabolism, or excretion properties. Task type varies by dataset: regression for continuous measurements (e.g., permeability, clearance, half-life) or binary classification for categorical outcomes (e.g., BBB penetration, CYP inhibition). Dataset: cyp2c9_veith. (1) The drug is O=NN(CCCl)C(=O)NCCCl. The result is 0 (non-inhibitor). (2) The drug is CC(=O)Nc1ccc(Nc2ncnc3c2cnn3-c2ccccc2)cc1. The result is 1 (inhibitor).